Dataset: Forward reaction prediction with 1.9M reactions from USPTO patents (1976-2016). Task: Predict the product of the given reaction. Given the reactants C(OC1C=CC(C(C2C=CC(OCC3OC3)=CC=2)(C)C)=CC=1)C1[O:4][CH2:3]1.C([O:30][CH2:31][CH:32]1[CH2:37][CH2:36][CH:35]([CH2:38]OCC2OC2)[CH2:34][CH2:33]1)C1OC1.[C:44]([OH:48])(=[O:47])[CH:45]=[CH2:46].C(O)(=O)C(C)=C, predict the reaction product. The product is: [O:4]1[CH2:3][C:45]([C:44]([O:48][CH2:38][CH:35]2[CH2:36][CH2:37][CH:32]([CH2:31][OH:30])[CH2:33][CH2:34]2)=[O:47])=[CH:46]1.